From a dataset of Forward reaction prediction with 1.9M reactions from USPTO patents (1976-2016). Predict the product of the given reaction. (1) Given the reactants [C:1]([O:5][C:6]([NH:8][C@@H:9]1[C@H:14]([NH:15][C:16]2[N:21]=[C:20](Cl)[C:19]3[C:23](=[O:33])[N:24]([C:26]([O:28][C:29]([CH3:32])([CH3:31])[CH3:30])=[O:27])[CH2:25][C:18]=3[C:17]=2[F:34])[CH2:13][CH2:12][O:11][CH2:10]1)=[O:7])([CH3:4])([CH3:3])[CH3:2].[F:35][C:36]1[CH:46]=[CH:45][C:39](/[CH:40]=[CH:41]/B(O)O)=[CH:38][CH:37]=1.C(=O)([O-])[O-].[Na+].[Na+], predict the reaction product. The product is: [C:1]([O:5][C:6]([NH:8][C@@H:9]1[C@H:14]([NH:15][C:16]2[N:21]=[C:20](/[CH:41]=[CH:40]/[C:39]3[CH:45]=[CH:46][C:36]([F:35])=[CH:37][CH:38]=3)[C:19]3[C:23](=[O:33])[N:24]([C:26]([O:28][C:29]([CH3:32])([CH3:31])[CH3:30])=[O:27])[CH2:25][C:18]=3[C:17]=2[F:34])[CH2:13][CH2:12][O:11][CH2:10]1)=[O:7])([CH3:4])([CH3:3])[CH3:2]. (2) Given the reactants [C:1]([O:7][CH2:8][CH2:9]Cl)(=[O:6])[CH2:2][C:3]([CH3:5])=O.[CH:11]1([C:14]([NH2:16])=[O:15])[CH2:13][CH2:12]1, predict the reaction product. The product is: [CH:11]1([C:14]2[O:15][C:2]([C:1]([O:7][CH2:8][CH3:9])=[O:6])=[C:3]([CH3:5])[N:16]=2)[CH2:13][CH2:12]1. (3) Given the reactants [Br:1][C:2]1[C:10]2[C:5]([NH:6][CH:7]=[N:8][C:9]=2[Cl:11])=[N:4][CH:3]=1.O[CH:13]1[CH2:16][N:15]([C:17]([O:19][C:20]([CH3:23])([CH3:22])[CH3:21])=[O:18])[CH2:14]1.C1(P(C2C=CC=CC=2)C2C=CC=CC=2)C=CC=CC=1.CCOC(/N=N/C(OCC)=O)=O, predict the reaction product. The product is: [Br:1][C:2]1[C:10]2[C:9]([Cl:11])=[N:8][CH:7]=[N:6][C:5]=2[N:4]([CH:13]2[CH2:14][N:15]([C:17]([O:19][C:20]([CH3:23])([CH3:22])[CH3:21])=[O:18])[CH2:16]2)[CH:3]=1. (4) Given the reactants Cl[CH2:2][CH2:3][CH2:4][Si:5]([CH3:8])([CH3:7])[CH3:6].[O:9]=[CH:10][C:11]1[CH:19]=[CH:18][C:16]([OH:17])=[C:13]([O:14][CH3:15])[CH:12]=1.C(=O)([O-])[O-].[K+].[K+], predict the reaction product. The product is: [CH3:15][O:14][C:13]1[CH:12]=[C:11]([CH:19]=[CH:18][C:16]=1[O:17][CH2:2][CH2:3][CH2:4][Si:5]([CH3:8])([CH3:7])[CH3:6])[CH:10]=[O:9]. (5) Given the reactants Br[C:2]1[CH:3]=[CH:4][C:5]([CH3:15])=[C:6]([NH:8][C:9](=[O:14])[C:10]([F:13])([F:12])[F:11])[CH:7]=1.[CH3:16][Si:17]([C:20]#[CH:21])([CH3:19])[CH3:18], predict the reaction product. The product is: [F:11][C:10]([F:13])([F:12])[C:9]([NH:8][C:6]1[CH:7]=[C:2]([C:21]#[C:20][Si:17]([CH3:19])([CH3:18])[CH3:16])[CH:3]=[CH:4][C:5]=1[CH3:15])=[O:14].